From a dataset of Forward reaction prediction with 1.9M reactions from USPTO patents (1976-2016). Predict the product of the given reaction. Given the reactants [N:1]([C:4]1[CH:5]=[C:6]([CH:11]=[CH:12][C:13]=1[O:14][CH2:15][C:16]#[CH:17])[C:7](OC)=[O:8])=[N+:2]=[N-:3].CC(C[AlH]CC(C)C)C, predict the reaction product. The product is: [N:1]([C:4]1[CH:5]=[C:6]([CH2:7][OH:8])[CH:11]=[CH:12][C:13]=1[O:14][CH2:15][C:16]#[CH:17])=[N+:2]=[N-:3].